This data is from Forward reaction prediction with 1.9M reactions from USPTO patents (1976-2016). The task is: Predict the product of the given reaction. (1) Given the reactants [F:1][CH:2]([F:14])[O:3][C:4]1[CH:9]=[CH:8][C:7]([N+:10]([O-])=O)=[CH:6][C:5]=1[CH3:13].C(O)(=O)C, predict the reaction product. The product is: [NH2:10][C:7]1[CH:8]=[CH:9][C:4]([O:3][CH:2]([F:1])[F:14])=[C:5]([CH3:13])[CH:6]=1. (2) The product is: [OH:1][CH2:2][C@H:3]1[O:7][C:6]([CH3:9])([CH3:8])[N:5]([C:10]([O:12][C:13]([CH3:14])([CH3:15])[CH3:16])=[O:11])[C@H:4]1[CH2:17][C:18]1[CH:23]=[CH:22][N:21]([CH3:26])[C:20](=[O:24])[CH:19]=1. Given the reactants [OH:1][CH2:2][C@H:3]1[O:7][C:6]([CH3:9])([CH3:8])[N:5]([C:10]([O:12][C:13]([CH3:16])([CH3:15])[CH3:14])=[O:11])[C@H:4]1[CH2:17][C:18]1[CH:23]=[CH:22][N:21]=[C:20]([O:24]C)[CH:19]=1.[CH3:26]I, predict the reaction product. (3) Given the reactants [Cl:1][C:2]1[C:7]([C:8]([O:10][CH2:11][CH3:12])=[O:9])=[C:6]([F:13])[C:5]([CH:14]=O)=[CH:4][CH:3]=1.[NH2:16][OH:17], predict the reaction product. The product is: [Cl:1][C:2]1[C:7]([C:8]([O:10][CH2:11][CH3:12])=[O:9])=[C:6]([F:13])[C:5]([CH:14]=[N:16][OH:17])=[CH:4][CH:3]=1. (4) Given the reactants [CH2:1]([N:8]1[CH2:11][C:10]([CH2:18]CS([O-])(=O)=O)([CH2:12]CS([O-])(=O)=O)[CH2:9]1)[C:2]1[CH:7]=[CH:6][CH:5]=[CH:4][CH:3]=1.[NH2:24][C:25]1[NH:29][N:28]=[C:27]([C:30]2[CH:35]=[CH:34][C:33]([O:36][C:37]3[CH:42]=[CH:41][CH:40]=[CH:39][CH:38]=3)=[CH:32][CH:31]=2)[C:26]=1[C:43]#[N:44].C([O-])([O-])=O.[K+].[K+], predict the reaction product. The product is: [CH2:1]([N:8]1[CH2:9][C:10]2([CH2:12][N:29]3[N:28]=[C:27]([C:30]4[CH:35]=[CH:34][C:33]([O:36][C:37]5[CH:38]=[CH:39][CH:40]=[CH:41][CH:42]=5)=[CH:32][CH:31]=4)[C:26]([C:43]#[N:44])=[C:25]3[NH:24][CH2:18]2)[CH2:11]1)[C:2]1[CH:3]=[CH:4][CH:5]=[CH:6][CH:7]=1. (5) Given the reactants [H-].[Na+].ClC1C2N=C(CC(F)(F)F)[N:9](Cl)C=2C=CC=1.[Cl:19][C:20]1[CH:21]=[C:22]2[C:26](=[CH:27][C:28]=1[Cl:29])[NH:25][C:24]([CH2:30][C:31]([F:34])([F:33])[F:32])=C2.Br[CH2:36][C:37]1[CH:42]=[CH:41][CH:40]=[C:39]([C:43]#[N:44])[CH:38]=1.[NH4+].[Cl-], predict the reaction product. The product is: [Cl:29][C:28]1[C:20]([Cl:19])=[CH:21][C:22]2[N:9]([CH2:36][C:37]3[CH:38]=[C:39]([CH:40]=[CH:41][CH:42]=3)[C:43]#[N:44])[C:24]([CH2:30][C:31]([F:32])([F:33])[F:34])=[N:25][C:26]=2[CH:27]=1. (6) Given the reactants Br[C:2]1[CH:3]=[C:4]([CH:19]=[CH:20][C:21]=1[NH:22][C:23](=[O:28])[CH2:24][CH:25]([CH3:27])[CH3:26])[O:5][C:6]1[C:11]([Cl:12])=[CH:10][C:9]([CH2:13][C:14]([O:16]C)=[O:15])=[CH:8][C:7]=1[Cl:18].C(N)(C)C.C(=O)([O-])[O-].[K+].[K+].N1CCC[C@H]1C(O)=O, predict the reaction product. The product is: [Cl:18][C:7]1[CH:8]=[C:9]([CH2:13][C:14]([OH:16])=[O:15])[CH:10]=[C:11]([Cl:12])[C:6]=1[O:5][C:4]1[CH:19]=[CH:20][C:21]2[N:22]=[C:23]([CH2:24][CH:25]([CH3:27])[CH3:26])[O:28][C:2]=2[CH:3]=1.